Dataset: Full USPTO retrosynthesis dataset with 1.9M reactions from patents (1976-2016). Task: Predict the reactants needed to synthesize the given product. (1) The reactants are: Br[C:2]1[CH:7]=[CH:6][CH:5]=[CH:4][N:3]=1.CC(C)([O-])C.[Na+].CC([Si](Cl)(C)C)(C)C.Cl.Cl.[NH2:24][CH2:25][CH2:26][NH:27][C@:28]12[CH2:63][CH2:62][C@@H:61]([C:64]([CH3:66])=[CH2:65])[C@@H:29]1[C@@H:30]1[C@@:43]([CH3:46])([CH2:44][CH2:45]2)[C@@:42]2([CH3:47])[C@@H:33]([C@:34]3([CH3:60])[C@@H:39]([CH2:40][CH2:41]2)[C:38]([CH3:49])([CH3:48])[C:37]([C:50]2[CH:59]=[CH:58][C:53]([C:54]([O:56]C)=[O:55])=[CH:52][CH:51]=2)=[CH:36][CH2:35]3)[CH2:32][CH2:31]1.C(O)(C(F)(F)F)=O. Given the product [CH3:46][C@:43]12[C@@:42]3([CH3:47])[C@@H:33]([C@:34]4([CH3:60])[C@@H:39]([CH2:40][CH2:41]3)[C:38]([CH3:48])([CH3:49])[C:37]([C:50]3[CH:59]=[CH:58][C:53]([C:54]([OH:56])=[O:55])=[CH:52][CH:51]=3)=[CH:36][CH2:35]4)[CH2:32][CH2:31][C@@H:30]1[C@H:29]1[C@H:61]([C:64]([CH3:66])=[CH2:65])[CH2:62][CH2:63][C@:28]1([NH:27][CH2:26][CH2:25][NH:24][C:2]1[CH:7]=[CH:6][CH:5]=[CH:4][N:3]=1)[CH2:45][CH2:44]2, predict the reactants needed to synthesize it. (2) Given the product [OH:9][C:10]1[CH:11]=[CH:12][C:13]([C:16]2[N:21]3[N:22]=[C:23]([NH2:25])[N:24]=[C:20]3[N:19]=[CH:18][CH:17]=2)=[CH:14][CH:15]=1, predict the reactants needed to synthesize it. The reactants are: Cl.C([O:9][C:10]1[CH:15]=[CH:14][C:13]([C:16]2[N:21]3[N:22]=[C:23]([NH2:25])[N:24]=[C:20]3[N:19]=[CH:18][CH:17]=2)=[CH:12][CH:11]=1)C1C=CC=CC=1. (3) Given the product [C:1]([C:3]1[CH:4]=[CH:5][C:6]([OH:29])=[C:7]([S:9]([N:12]([CH2:13][CH2:14][C:15]2[CH:20]=[CH:19][C:18]([CH:21]([CH3:23])[CH3:22])=[CH:17][CH:16]=2)[CH2:24][C:25]2[O:26][C:31](=[O:33])[NH:28][N:27]=2)(=[O:11])=[O:10])[CH:8]=1)#[N:2], predict the reactants needed to synthesize it. The reactants are: [C:1]([C:3]1[CH:4]=[CH:5][C:6]([OH:29])=[C:7]([S:9]([N:12]([CH2:24][C:25]([NH:27][NH2:28])=[O:26])[CH2:13][CH2:14][C:15]2[CH:20]=[CH:19][C:18]([CH:21]([CH3:23])[CH3:22])=[CH:17][CH:16]=2)(=[O:11])=[O:10])[CH:8]=1)#[N:2].Cl[C:31](Cl)([O:33]C(=O)OC(Cl)(Cl)Cl)Cl.O. (4) Given the product [CH:19]([C:22]1[CH:27]=[CH:26][C:25]([S:28]([NH:1][C:2]2[CH:3]=[CH:4][C:5]([C@@H:8]3[CH2:14][C@@H:13]4[C@H:9]3[CH2:10][N:11]([C:15](=[O:18])[CH2:16][CH3:17])[CH2:12]4)=[CH:6][CH:7]=2)(=[O:30])=[O:29])=[CH:24][CH:23]=1)([CH3:21])[CH3:20], predict the reactants needed to synthesize it. The reactants are: [NH2:1][C:2]1[CH:7]=[CH:6][C:5]([C@@H:8]2[CH2:14][C@@H:13]3[C@H:9]2[CH2:10][N:11]([C:15](=[O:18])[CH2:16][CH3:17])[CH2:12]3)=[CH:4][CH:3]=1.[CH:19]([C:22]1[CH:27]=[CH:26][C:25]([S:28](Cl)(=[O:30])=[O:29])=[CH:24][CH:23]=1)([CH3:21])[CH3:20].C(N(CC)CC)C. (5) Given the product [CH3:27][C@H:28]1[CH2:29][N:30]([CH:1]([C:4]2[CH:13]=[N:12][C:11]3[N:10]([CH2:14][C:15]4[CH:16]=[CH:17][C:18]([O:21][CH3:22])=[CH:19][CH:20]=4)[C:9](=[O:23])[N:8]4[N:24]=[CH:25][N:26]=[C:7]4[C:6]=3[CH:5]=2)[CH3:2])[CH2:31][C@@H:32]([CH3:34])[O:33]1, predict the reactants needed to synthesize it. The reactants are: [C:1]([C:4]1[CH:13]=[N:12][C:11]2[N:10]([CH2:14][C:15]3[CH:20]=[CH:19][C:18]([O:21][CH3:22])=[CH:17][CH:16]=3)[C:9](=[O:23])[N:8]3[N:24]=[CH:25][N:26]=[C:7]3[C:6]=2[CH:5]=1)(=O)[CH3:2].[CH3:27][C@@H:28]1[O:33][C@H:32]([CH3:34])[CH2:31][NH:30][CH2:29]1.C(O)(=O)C.C([BH3-])#N.[Na+]. (6) The reactants are: [C:1]([C:5]1[N:10]=[C:9]([O:11][CH2:12][CH3:13])[C:8]([C:14]2[NH:15][CH:16]([C:26]3[CH:31]=[CH:30][C:29]([Cl:32])=[CH:28][CH:27]=3)[CH:17]([C:19]3[CH:24]=[CH:23][C:22]([Cl:25])=[CH:21][CH:20]=3)[N:18]=2)=[CH:7][N:6]=1)([CH3:4])([CH3:3])[CH3:2].[C:33](Cl)([Cl:35])=[O:34]. Given the product [C:1]([C:5]1[N:10]=[C:9]([O:11][CH2:12][CH3:13])[C:8]([C:14]2[N:15]([C:33]([Cl:35])=[O:34])[CH:16]([C:26]3[CH:31]=[CH:30][C:29]([Cl:32])=[CH:28][CH:27]=3)[CH:17]([C:19]3[CH:24]=[CH:23][C:22]([Cl:25])=[CH:21][CH:20]=3)[N:18]=2)=[CH:7][N:6]=1)([CH3:2])([CH3:3])[CH3:4], predict the reactants needed to synthesize it. (7) Given the product [O:32]1[CH2:33][CH2:34][CH:29]([NH:12][C:10]2[CH:11]=[C:3]([CH2:2][N:26]3[CH2:25][CH2:24][NH:23][C:22](=[O:21])[CH2:27]3)[CH:4]=[C:5]3[C:9]=2[NH:8][C:7]([C:15]2[CH:20]=[CH:19][CH:18]=[CH:17][CH:16]=2)=[CH:6]3)[CH2:30][CH2:31]1, predict the reactants needed to synthesize it. The reactants are: O[CH2:2][C:3]1[CH:4]=[C:5]2[C:9](=[C:10]([N+:12]([O-])=O)[CH:11]=1)[NH:8][C:7]([C:15]1[CH:20]=[CH:19][CH:18]=[CH:17][CH:16]=1)=[CH:6]2.[O:21]=[C:22]1[CH2:27][NH:26][CH2:25][CH2:24][NH:23]1.O=[C:29]1[CH2:34][CH2:33][O:32][CH2:31][CH2:30]1.